From a dataset of Reaction yield outcomes from USPTO patents with 853,638 reactions. Predict the reaction yield, written as a fraction of the theoretical maximum amount of product (1.0 means a 100% yield; for example, 0.34 means a 34% yield). (1) The reactants are [CH2:1]([N:8]([CH2:28][C:29]1[CH:34]=[CH:33][CH:32]=[CH:31][CH:30]=1)[C@H:9]1[CH2:18][C:17]2[C:12](=[CH:13][CH:14]=[CH:15][C:16]=2B2OC(C)(C)C(C)(C)O2)[O:11][CH2:10]1)[C:2]1[CH:7]=[CH:6][CH:5]=[CH:4][CH:3]=1.Br[C:36]1[CH:37]=[N:38][C:39]([C:42]([N:44]([CH3:46])[CH3:45])=[O:43])=[N:40][CH:41]=1. No catalyst specified. The product is [CH2:28]([N:8]([CH2:1][C:2]1[CH:3]=[CH:4][CH:5]=[CH:6][CH:7]=1)[C@H:9]1[CH2:18][C:17]2[C:12](=[CH:13][CH:14]=[CH:15][C:16]=2[C:36]2[CH:41]=[N:40][C:39]([C:42]([N:44]([CH3:46])[CH3:45])=[O:43])=[N:38][CH:37]=2)[O:11][CH2:10]1)[C:29]1[CH:34]=[CH:33][CH:32]=[CH:31][CH:30]=1. The yield is 0.610. (2) The reactants are [CH3:1][N:2]1[C:6]2[CH:7]=[C:8]([C:11]([OH:13])=O)[CH:9]=[CH:10][C:5]=2[N:4]=[CH:3]1.[CH2:14]1[C@H:23]2[C@H:18]([CH2:19][CH2:20][C:21]3[CH:27]=[CH:26][CH:25]=[CH:24][C:22]=32)[NH:17][CH2:16][CH2:15]1.F[P-](F)(F)(F)(F)F.N1(OC(N(C)C)=[N+](C)C)C2N=CC=CC=2N=N1. No catalyst specified. The product is [CH2:14]1[C@H:23]2[C@H:18]([CH2:19][CH2:20][C:21]3[CH:27]=[CH:26][CH:25]=[CH:24][C:22]=32)[N:17]([C:11]([C:8]2[CH:9]=[CH:10][C:5]3[N:4]=[CH:3][N:2]([CH3:1])[C:6]=3[CH:7]=2)=[O:13])[CH2:16][CH2:15]1. The yield is 0.910. (3) The reactants are [OH:1][CH2:2][C@@H:3]([NH:14][C:15]([O:17]CC1C=CC=CC=1)=O)[CH2:4][N:5]1[CH2:13][CH2:12][CH2:11][C@H:6]1C(OC)=O.[H][H]. The catalyst is CO.[Pd]. The product is [OH:1][CH2:2][C@@H:3]1[CH2:4][N:5]2[CH2:13][CH2:12][CH2:11][C@H:6]2[C:15](=[O:17])[NH:14]1. The yield is 0.850. (4) The reactants are Br[C:2]1[CH:3]=[C:4]([C:20]2[CH:25]=[CH:24][C:23]([C:26]([O:28][CH2:29][CH3:30])=[O:27])=[CH:22][CH:21]=2)[CH:5]=[CH:6][C:7]=1[O:8][CH2:9][CH2:10][CH2:11][O:12][Si:13]([C:16]([CH3:19])([CH3:18])[CH3:17])([CH3:15])[CH3:14].[CH2:31]([N:33]([CH2:45][CH3:46])[C:34]1[CH:39]=[CH:38][C:37](B(O)O)=[CH:36][C:35]=1[CH2:43][CH3:44])[CH3:32]. The catalyst is C1C=CC([P]([Pd]([P](C2C=CC=CC=2)(C2C=CC=CC=2)C2C=CC=CC=2)([P](C2C=CC=CC=2)(C2C=CC=CC=2)C2C=CC=CC=2)[P](C2C=CC=CC=2)(C2C=CC=CC=2)C2C=CC=CC=2)(C2C=CC=CC=2)C2C=CC=CC=2)=CC=1. The product is [Si:13]([O:12][CH2:11][CH2:10][CH2:9][O:8][C:7]1[CH:6]=[CH:5][C:4]([C:20]2[CH:25]=[CH:24][C:23]([C:26]([O:28][CH2:29][CH3:30])=[O:27])=[CH:22][CH:21]=2)=[CH:3][C:2]=1[C:37]1[CH:38]=[CH:39][C:34]([N:33]([CH2:45][CH3:46])[CH2:31][CH3:32])=[C:35]([CH2:43][CH3:44])[CH:36]=1)([C:16]([CH3:19])([CH3:18])[CH3:17])([CH3:15])[CH3:14]. The yield is 0.390. (5) The reactants are [Cl:1][C:2]1[N:7]=[C:6]([CH2:8][C:9]([C:11]2[CH:12]=[CH:13][C:14]([F:29])=[C:15]([NH:17][S:18]([C:21]3[C:26]([F:27])=[CH:25][CH:24]=[CH:23][C:22]=3[F:28])(=[O:20])=[O:19])[CH:16]=2)=O)[CH:5]=[CH:4][N:3]=1.C1C(=O)N(Br)C(=O)C1.[CH3:38][CH:39]([CH3:43])[C:40](=[S:42])[NH2:41]. The catalyst is CN(C=O)C. The product is [Cl:1][C:2]1[N:7]=[C:6]([C:8]2[S:42][C:40]([CH:39]([CH3:43])[CH3:38])=[N:41][C:9]=2[C:11]2[CH:12]=[CH:13][C:14]([F:29])=[C:15]([NH:17][S:18]([C:21]3[C:26]([F:27])=[CH:25][CH:24]=[CH:23][C:22]=3[F:28])(=[O:20])=[O:19])[CH:16]=2)[CH:5]=[CH:4][N:3]=1. The yield is 0.410. (6) The reactants are [CH3:1][CH:2]([CH3:19])[CH:3]([C:9]1[CH:14]=[CH:13][C:12]([NH:15]C(=O)C)=[CH:11][CH:10]=1)[N:4]1[CH:8]=[N:7][CH:6]=[N:5]1.[NH4+].[OH-]. The catalyst is Cl. The product is [CH3:1][CH:2]([CH3:19])[CH:3]([C:9]1[CH:14]=[CH:13][C:12]([NH2:15])=[CH:11][CH:10]=1)[N:4]1[CH:8]=[N:7][CH:6]=[N:5]1. The yield is 0.750. (7) The reactants are [CH2:1]([O:3][C@@H:4]([C@H:9](O)[C:10]1[CH:15]=[CH:14][C:13]([C:16]2[CH:21]=[CH:20][CH:19]=[C:18]([CH2:22][NH:23][CH3:24])[CH:17]=2)=[CH:12][CH:11]=1)[C:5]([O:7][CH3:8])=[O:6])[CH3:2].C(N(CC)CC)C. The catalyst is FC(F)(F)C(O)=O. The product is [CH2:1]([O:3][C@@H:4]([CH2:9][C:10]1[CH:15]=[CH:14][C:13]([C:16]2[CH:21]=[CH:20][CH:19]=[C:18]([CH2:22][NH:23][CH3:24])[CH:17]=2)=[CH:12][CH:11]=1)[C:5]([O:7][CH3:8])=[O:6])[CH3:2]. The yield is 0.100.